Dataset: M1 muscarinic receptor antagonist screen with 61,756 compounds. Task: Binary Classification. Given a drug SMILES string, predict its activity (active/inactive) in a high-throughput screening assay against a specified biological target. The drug is S(c1c(N2C(N)=C(CC2=O)C#N)cccc1)c1ccccc1. The result is 0 (inactive).